This data is from Catalyst prediction with 721,799 reactions and 888 catalyst types from USPTO. The task is: Predict which catalyst facilitates the given reaction. (1) Reactant: Cl.[N:2]1[CH:7]=[CH:6][CH:5]=[N:4][C:3]=1[C:8]1[O:16][C:11]2=[CH:12][N:13]=[CH:14][CH:15]=[C:10]2[C:9]=1[NH:17][C:18]1[CH:26]=[CH:25][CH:24]=[C:23]2[C:19]=1[CH:20]=[N:21][N:22]2C(=O)C. Product: [NH:22]1[C:23]2[C:19](=[C:18]([NH:17][C:9]3[C:10]4[C:11](=[CH:12][N:13]=[CH:14][CH:15]=4)[O:16][C:8]=3[C:3]3[N:2]=[CH:7][CH:6]=[CH:5][N:4]=3)[CH:26]=[CH:25][CH:24]=2)[CH:20]=[N:21]1. The catalyst class is: 71. (2) The catalyst class is: 9. Reactant: C[Si]([N-][Si](C)(C)C)(C)C.[Na+].O1CCCC1.Cl[C:17]1[C:26]2[C:21](=[CH:22][C:23]([O:29][CH2:30][CH2:31][CH2:32][N:33]3[CH2:38][CH2:37][O:36][CH2:35][CH2:34]3)=[C:24]([O:27][CH3:28])[CH:25]=2)[N:20]=[CH:19][N:18]=1.[Cl:39][C:40]1[CH:48]=[C:47]([C:49]#[C:50][C:51]2[CH:56]=[CH:55][CH:54]=[CH:53][N:52]=2)[C:43]2[O:44][CH2:45][O:46][C:42]=2[C:41]=1[NH2:57].[Cl-].[NH4+]. Product: [Cl:39][C:40]1[CH:48]=[C:47]([C:49]#[C:50][C:51]2[CH:56]=[CH:55][CH:54]=[CH:53][N:52]=2)[C:43]2[O:44][CH2:45][O:46][C:42]=2[C:41]=1[NH:57][C:17]1[C:26]2[C:21](=[CH:22][C:23]([O:29][CH2:30][CH2:31][CH2:32][N:33]3[CH2:38][CH2:37][O:36][CH2:35][CH2:34]3)=[C:24]([O:27][CH3:28])[CH:25]=2)[N:20]=[CH:19][N:18]=1. (3) Reactant: [CH3:1][O:2][C:3]1[CH:8]=[CH:7][C:6]([O:9][CH2:10][C:11]#[CH:12])=[CH:5][C:4]=1[O:13][CH3:14].[Li]CCCC.CON(C)[C:23]([C@@H:25]1[CH2:29][CH2:28][CH2:27][N:26]1[C:30]([O:32][C:33]([CH3:36])([CH3:35])[CH3:34])=[O:31])=[O:24].[NH4+].[Cl-]. Product: [CH3:14][O:13][C:4]1[CH:5]=[C:6]([CH:7]=[CH:8][C:3]=1[O:2][CH3:1])[O:9][CH2:10][C:11]#[C:12][C:23]([C@@H:25]1[CH2:29][CH2:28][CH2:27][N:26]1[C:30]([O:32][C:33]([CH3:36])([CH3:35])[CH3:34])=[O:31])=[O:24]. The catalyst class is: 1. (4) Reactant: CC1SC([NH:7][C:8](=[O:32])[C:9]2[CH:14]=[CH:13][C:12](OC3C=CN=C4NN=C(N[C@@H]5CCCNC5)C=34)=[CH:11][CH:10]=2)=NN=1.C(Cl)(=O)C=C. Product: [C:8]([NH2:7])(=[O:32])[C:9]1[CH:14]=[CH:13][CH:12]=[CH:11][CH:10]=1. The catalyst class is: 2.